From a dataset of NCI-60 drug combinations with 297,098 pairs across 59 cell lines. Regression. Given two drug SMILES strings and cell line genomic features, predict the synergy score measuring deviation from expected non-interaction effect. (1) Drug 1: C1=CC(=CC=C1C#N)C(C2=CC=C(C=C2)C#N)N3C=NC=N3. Drug 2: C1CN(P(=O)(OC1)NCCCl)CCCl. Cell line: ACHN. Synergy scores: CSS=-8.62, Synergy_ZIP=3.72, Synergy_Bliss=2.45, Synergy_Loewe=-5.04, Synergy_HSA=-3.84. (2) Drug 1: COC1=CC(=CC(=C1O)OC)C2C3C(COC3=O)C(C4=CC5=C(C=C24)OCO5)OC6C(C(C7C(O6)COC(O7)C8=CC=CS8)O)O. Drug 2: CC1CCC2CC(C(=CC=CC=CC(CC(C(=O)C(C(C(=CC(C(=O)CC(OC(=O)C3CCCCN3C(=O)C(=O)C1(O2)O)C(C)CC4CCC(C(C4)OC)OCCO)C)C)O)OC)C)C)C)OC. Cell line: OVCAR3. Synergy scores: CSS=24.1, Synergy_ZIP=-9.76, Synergy_Bliss=-5.16, Synergy_Loewe=-3.37, Synergy_HSA=-1.94. (3) Synergy scores: CSS=44.0, Synergy_ZIP=-1.03, Synergy_Bliss=2.24, Synergy_Loewe=-4.91, Synergy_HSA=4.11. Drug 2: CS(=O)(=O)OCCCCOS(=O)(=O)C. Cell line: NCI-H460. Drug 1: CC(CN1CC(=O)NC(=O)C1)N2CC(=O)NC(=O)C2. (4) Drug 1: C1=CC(=C2C(=C1NCCNCCO)C(=O)C3=C(C=CC(=C3C2=O)O)O)NCCNCCO. Drug 2: CC1=C(C(=O)C2=C(C1=O)N3CC4C(C3(C2COC(=O)N)OC)N4)N. Cell line: MALME-3M. Synergy scores: CSS=37.0, Synergy_ZIP=-4.21, Synergy_Bliss=1.89, Synergy_Loewe=1.43, Synergy_HSA=5.03. (5) Drug 1: C1=NC2=C(N=C(N=C2N1C3C(C(C(O3)CO)O)F)Cl)N. Drug 2: B(C(CC(C)C)NC(=O)C(CC1=CC=CC=C1)NC(=O)C2=NC=CN=C2)(O)O. Cell line: SNB-75. Synergy scores: CSS=76.8, Synergy_ZIP=4.57, Synergy_Bliss=4.55, Synergy_Loewe=-0.294, Synergy_HSA=4.80. (6) Cell line: BT-549. Synergy scores: CSS=9.16, Synergy_ZIP=-0.471, Synergy_Bliss=1.93, Synergy_Loewe=-1.55, Synergy_HSA=1.27. Drug 1: CN1C(=O)N2C=NC(=C2N=N1)C(=O)N. Drug 2: C(CCl)NC(=O)N(CCCl)N=O. (7) Drug 1: C1=C(C(=O)NC(=O)N1)F. Drug 2: CS(=O)(=O)CCNCC1=CC=C(O1)C2=CC3=C(C=C2)N=CN=C3NC4=CC(=C(C=C4)OCC5=CC(=CC=C5)F)Cl. Cell line: A549. Synergy scores: CSS=58.3, Synergy_ZIP=3.79, Synergy_Bliss=1.99, Synergy_Loewe=3.29, Synergy_HSA=5.57. (8) Drug 1: CC=C1C(=O)NC(C(=O)OC2CC(=O)NC(C(=O)NC(CSSCCC=C2)C(=O)N1)C(C)C)C(C)C. Drug 2: CS(=O)(=O)OCCCCOS(=O)(=O)C. Cell line: OVCAR-8. Synergy scores: CSS=55.6, Synergy_ZIP=-1.68, Synergy_Bliss=-0.178, Synergy_Loewe=-46.7, Synergy_HSA=1.18. (9) Drug 1: C1C(C(OC1N2C=NC3=C(N=C(N=C32)Cl)N)CO)O. Drug 2: CC(C)CN1C=NC2=C1C3=CC=CC=C3N=C2N. Cell line: T-47D. Synergy scores: CSS=18.2, Synergy_ZIP=1.12, Synergy_Bliss=1.75, Synergy_Loewe=4.28, Synergy_HSA=3.29.